This data is from Reaction yield outcomes from USPTO patents with 853,638 reactions. The task is: Predict the reaction yield, written as a fraction of the theoretical maximum amount of product (1.0 means a 100% yield; for example, 0.34 means a 34% yield). (1) The reactants are [O:1]=[C:2]1[CH:7]=[C:6]([C:8]2[CH:13]=[CH:12][C:11]([C:14]([F:17])([F:16])[F:15])=[CH:10][N:9]=2)[CH:5]=[CH:4][N:3]1[C:18]1[CH:23]=[CH:22][C:21]2[C:24]3[CH2:29][CH2:28][N:27](C(OC(C)(C)C)=O)[CH2:26][C:25]=3[S:37][C:20]=2[CH:19]=1.[ClH:38]. The catalyst is CO.CCOCC. The product is [ClH:38].[CH2:26]1[C:25]2[S:37][C:20]3[CH:19]=[C:18]([N:3]4[CH:4]=[CH:5][C:6]([C:8]5[CH:13]=[CH:12][C:11]([C:14]([F:17])([F:15])[F:16])=[CH:10][N:9]=5)=[CH:7][C:2]4=[O:1])[CH:23]=[CH:22][C:21]=3[C:24]=2[CH2:29][CH2:28][NH:27]1. The yield is 1.00. (2) The reactants are [CH2:1]([O:4][CH2:5][C:6]1[CH:11]=[CH:10][C:9]([CH2:12]O)=[CH:8][CH:7]=1)[C:2]#[CH:3].C1(P(C2C=CC=CC=2)C2C=CC=CC=2)C=CC=CC=1.C(Cl)(Cl)(Cl)[Cl:34]. No catalyst specified. The product is [Cl:34][CH2:12][C:9]1[CH:10]=[CH:11][C:6]([CH2:5][O:4][CH2:1][C:2]#[CH:3])=[CH:7][CH:8]=1. The yield is 0.840. (3) The reactants are C([N:8]1[CH2:12][C@H:11]([CH3:13])[C@@:10]([CH3:19])([C:14]([O:16][CH2:17][CH3:18])=[O:15])[CH2:9]1)C1C=CC=CC=1.Cl[C:21]([O:23][CH2:24][C:25]1[CH:30]=[CH:29][CH:28]=[CH:27][CH:26]=1)=[O:22]. The catalyst is ClCCl. The product is [CH2:24]([O:23][C:21]([N:8]1[CH2:12][C@H:11]([CH3:13])[C@@:10]([CH3:19])([C:14]([O:16][CH2:17][CH3:18])=[O:15])[CH2:9]1)=[O:22])[C:25]1[CH:30]=[CH:29][CH:28]=[CH:27][CH:26]=1. The yield is 0.540.